This data is from Forward reaction prediction with 1.9M reactions from USPTO patents (1976-2016). The task is: Predict the product of the given reaction. (1) Given the reactants F[C:2]1[CH:10]=[CH:9][C:8]([S:11]([CH3:14])(=[O:13])=[O:12])=[CH:7][C:3]=1[C:4]([OH:6])=[O:5].[F:15][C:16]([F:22])([F:21])[CH:17]([OH:20])[CH2:18][CH3:19], predict the reaction product. The product is: [CH3:14][S:11]([C:8]1[CH:9]=[CH:10][C:2]([O:20][CH:17]([C:16]([F:22])([F:21])[F:15])[CH2:18][CH3:19])=[C:3]([CH:7]=1)[C:4]([OH:6])=[O:5])(=[O:13])=[O:12]. (2) Given the reactants [CH:1]1([N:4]([CH:26]2[CH2:28][CH2:27]2)[C:5]([C:7]2[N:23]([CH2:24][CH3:25])[C:10]3=[N:11][C:12]([NH:19][C:20]([NH2:22])=[S:21])=[C:13]4[N:17]=[CH:16][N:15]([CH3:18])[C:14]4=[C:9]3[CH:8]=2)=[O:6])[CH2:3][CH2:2]1.Cl[CH2:30][C:31](=O)[C:32]([CH3:35])([CH3:34])[CH3:33], predict the reaction product. The product is: [C:32]([C:31]1[N:22]=[C:20]([NH:19][C:12]2[N:11]=[C:10]3[N:23]([CH2:24][CH3:25])[C:7]([C:5]([N:4]([CH:1]4[CH2:2][CH2:3]4)[CH:26]4[CH2:27][CH2:28]4)=[O:6])=[CH:8][C:9]3=[C:14]3[N:15]([CH3:18])[CH:16]=[N:17][C:13]=23)[S:21][CH:30]=1)([CH3:35])([CH3:34])[CH3:33]. (3) Given the reactants [OH:1][CH2:2][CH:3]1[CH2:8][CH2:7][N:6]([C:9]([O:11][C:12]([CH3:15])([CH3:14])[CH3:13])=[O:10])[CH2:5][CH2:4]1.[H-].[Na+].BrC[CH2:20][CH2:21][CH2:22][CH:23]([Br:26])[CH2:24]C.O, predict the reaction product. The product is: [Br:26][CH:23]([CH3:24])[CH2:22][CH2:21][CH2:20][O:1][CH2:2][CH:3]1[CH2:8][CH2:7][N:6]([C:9]([O:11][C:12]([CH3:15])([CH3:14])[CH3:13])=[O:10])[CH2:5][CH2:4]1. (4) Given the reactants [H-].[Na+].[C:3]([O:7][C:8](=[O:31])[NH:9][CH2:10][C:11]1[C:12]([CH2:27][CH:28]([CH3:30])[CH3:29])=[N:13][C:14]([CH3:26])=[C:15]([CH:24]=O)[C:16]=1[C:17]1[CH:22]=[CH:21][C:20]([CH3:23])=[CH:19][CH:18]=1)([CH3:6])([CH3:5])[CH3:4].[C:32]([O:35][CH2:36][CH3:37])(=[O:34])[CH3:33], predict the reaction product. The product is: [C:3]([O:7][C:8]([NH:9][CH2:10][C:11]1[C:16]([C:17]2[CH:18]=[CH:19][C:20]([CH3:23])=[CH:21][CH:22]=2)=[C:15](/[CH:24]=[CH:33]/[C:32]([O:35][CH2:36][CH3:37])=[O:34])[C:14]([CH3:26])=[N:13][C:12]=1[CH2:27][CH:28]([CH3:29])[CH3:30])=[O:31])([CH3:4])([CH3:5])[CH3:6]. (5) Given the reactants [CH2:1]([O:5][C:6]1[CH:11]=[C:10]([CH2:12][CH2:13][C:14]([O:16][CH3:17])=[O:15])[CH:9]=[CH:8][C:7]=1[C:18]1[CH:23]=[CH:22][CH:21]=[C:20]([CH2:24][NH:25][CH3:26])[CH:19]=1)[CH2:2][CH2:3][CH3:4].[C:27](Cl)(=[O:33])[CH2:28][CH2:29][CH2:30][CH2:31][CH3:32].C(N(CC)CC)C.Cl, predict the reaction product. The product is: [CH2:1]([O:5][C:6]1[CH:11]=[C:10]([CH2:12][CH2:13][C:14]([O:16][CH3:17])=[O:15])[CH:9]=[CH:8][C:7]=1[C:18]1[CH:23]=[CH:22][CH:21]=[C:20]([CH2:24][N:25]([C:27](=[O:33])[CH2:28][CH2:29][CH2:30][CH2:31][CH3:32])[CH3:26])[CH:19]=1)[CH2:2][CH2:3][CH3:4].